Dataset: Reaction yield outcomes from USPTO patents with 853,638 reactions. Task: Predict the reaction yield, written as a fraction of the theoretical maximum amount of product (1.0 means a 100% yield; for example, 0.34 means a 34% yield). (1) The reactants are [C:1]([C:3]1[CH:4]=[CH:5][C:6]([F:15])=[C:7]([N:9]2[CH2:14][CH2:13][O:12][CH2:11][CH2:10]2)[CH:8]=1)#[CH:2].Br[C:17]1[CH:22]=[CH:21][C:20]([O:23][CH:24]([F:26])[F:25])=[CH:19][CH:18]=1.[Al]. The catalyst is C(N(CC)CC)C.C(OCC)C.[Cu](I)I.[Pd].C1(P(C2C=CC=CC=2)C2C=CC=CC=2)C=CC=CC=1.C1(P(C2C=CC=CC=2)C2C=CC=CC=2)C=CC=CC=1.C1(P(C2C=CC=CC=2)C2C=CC=CC=2)C=CC=CC=1.C1(P(C2C=CC=CC=2)C2C=CC=CC=2)C=CC=CC=1. The product is [F:25][CH:24]([F:26])[O:23][C:20]1[CH:21]=[CH:22][C:17]([C:2]#[C:1][C:3]2[CH:4]=[CH:5][C:6]([F:15])=[C:7]([N:9]3[CH2:14][CH2:13][O:12][CH2:11][CH2:10]3)[CH:8]=2)=[CH:18][CH:19]=1. The yield is 0.960. (2) The reactants are [C:1]([C:3]1[CH:4]=[C:5]([C:9]2[N:10]=[CH:11][N:12](C(C3C=CC=CC=3)(C3C=CC=CC=3)C3C=CC=CC=3)[CH:13]=2)[CH:6]=[CH:7][CH:8]=1)#[N:2].Cl. The catalyst is O1CCCC1. The product is [C:1]([C:3]1[CH:4]=[C:5]([C:9]2[N:10]=[CH:11][NH:12][CH:13]=2)[CH:6]=[CH:7][CH:8]=1)#[N:2]. The yield is 0.720.